Dataset: Full USPTO retrosynthesis dataset with 1.9M reactions from patents (1976-2016). Task: Predict the reactants needed to synthesize the given product. (1) Given the product [CH2:1]([N:5]([CH2:34][CH2:35][CH2:36][CH3:37])[C:6]1[N:11]=[C:10]([C:12]2[CH:21]=[CH:20][C:15]([C:16]([OH:18])=[O:17])=[CH:14][C:13]=2[C:22]([N:24]2[CH2:33][CH2:32][C:31]3[C:26](=[CH:27][CH:28]=[CH:29][CH:30]=3)[CH2:25]2)=[O:23])[CH:9]=[CH:8][CH:7]=1)[CH2:2][CH2:3][CH3:4], predict the reactants needed to synthesize it. The reactants are: [CH2:1]([N:5]([CH2:34][CH2:35][CH2:36][CH3:37])[C:6]1[N:11]=[C:10]([C:12]2[CH:21]=[CH:20][C:15]([C:16]([O:18]C)=[O:17])=[CH:14][C:13]=2[C:22]([N:24]2[CH2:33][CH2:32][C:31]3[C:26](=[CH:27][CH:28]=[CH:29][CH:30]=3)[CH2:25]2)=[O:23])[CH:9]=[CH:8][CH:7]=1)[CH2:2][CH2:3][CH3:4].[OH-].[Na+].Cl. (2) Given the product [Br:8][C:9]1[CH:10]=[CH:11][C:12]([N:13]([CH2:14][C:15]2[CH:20]=[C:19]([CH3:21])[CH:18]=[C:17]([CH3:22])[CH:16]=2)[C:2](=[O:7])[C:3]([O:5][CH3:6])=[O:4])=[CH:23][CH:24]=1, predict the reactants needed to synthesize it. The reactants are: Cl[C:2](=[O:7])[C:3]([O:5][CH3:6])=[O:4].[Br:8][C:9]1[CH:24]=[CH:23][C:12]([NH:13][CH2:14][C:15]2[CH:20]=[C:19]([CH3:21])[CH:18]=[C:17]([CH3:22])[CH:16]=2)=[CH:11][CH:10]=1.C(N(CC)CC)C.ClCCl. (3) Given the product [CH3:11][C:4]1[N:3]=[C:2]([NH:15][CH2:12][CH2:13][CH3:14])[N:7]=[C:6]([C:8]([OH:10])=[O:9])[CH:5]=1, predict the reactants needed to synthesize it. The reactants are: Cl[C:2]1[N:7]=[C:6]([C:8]([OH:10])=[O:9])[CH:5]=[C:4]([CH3:11])[N:3]=1.[CH2:12]([NH2:15])[CH2:13][CH3:14]. (4) Given the product [C:1]1([S:7]([N:10]2[C:14]3=[N:15][CH:16]=[CH:17][CH:18]=[C:13]3[CH:12]=[C:11]2[C:19]([C:46]2[CH:47]=[CH:48][C:43]([S:40]([CH:38]([CH3:39])[CH3:37])(=[O:42])=[O:41])=[CH:44][CH:45]=2)=[CH:20][CH:21]2[CH2:25][CH2:24][CH2:23][CH2:22]2)(=[O:9])=[O:8])[CH:2]=[CH:3][CH:4]=[CH:5][CH:6]=1, predict the reactants needed to synthesize it. The reactants are: [C:1]1([S:7]([N:10]2[C:14]3=[N:15][CH:16]=[CH:17][CH:18]=[C:13]3[CH:12]=[C:11]2[C:19](OS(C2C=CC(C)=CC=2)(=O)=O)=[CH:20][CH:21]2[CH2:25][CH2:24][CH2:23][CH2:22]2)(=[O:9])=[O:8])[CH:6]=[CH:5][CH:4]=[CH:3][CH:2]=1.[CH3:37][CH:38]([S:40]([C:43]1[CH:48]=[CH:47][C:46](B(O)O)=[CH:45][CH:44]=1)(=[O:42])=[O:41])[CH3:39].C(=O)([O-])[O-].[Na+].[Na+]. (5) The reactants are: [NH2:1][CH2:2][C@H:3]1[N:10]([C:11]([C:13]2[N:14]=[C:15]([CH3:25])[S:16][C:17]=2[C:18]2[CH:19]=[C:20]([CH3:24])[CH:21]=[CH:22][CH:23]=2)=[O:12])[CH2:9][C@H:8]2[C@@H:4]1[CH2:5][CH:6]([CH3:26])[CH2:7]2.[F:27][C:28]1[CH:29]=[C:30]([CH:34]=[CH:35][CH:36]=1)[C:31](O)=[O:32]. Given the product [F:27][C:28]1[CH:29]=[C:30]([CH:34]=[CH:35][CH:36]=1)[C:31]([NH:1][CH2:2][C@H:3]1[N:10]([C:11]([C:13]2[N:14]=[C:15]([CH3:25])[S:16][C:17]=2[C:18]2[CH:19]=[C:20]([CH3:24])[CH:21]=[CH:22][CH:23]=2)=[O:12])[CH2:9][C@H:8]2[C@@H:4]1[CH2:5][CH:6]([CH3:26])[CH2:7]2)=[O:32], predict the reactants needed to synthesize it. (6) Given the product [C:26]([NH:1][C:2]1[S:3][C:4]2[C:9]([N:10]=1)=[CH:8][CH:7]=[C:6]([O:11][C:12]1[CH:13]=[CH:14][C:15]([Cl:25])=[C:16]([NH:18][C:19](=[O:24])[C:20]([F:22])([F:21])[F:23])[CH:17]=1)[N:5]=2)(=[O:28])[CH3:27], predict the reactants needed to synthesize it. The reactants are: [NH2:1][C:2]1[S:3][C:4]2[C:9]([N:10]=1)=[CH:8][CH:7]=[C:6]([O:11][C:12]1[CH:13]=[CH:14][C:15]([Cl:25])=[C:16]([NH:18][C:19](=[O:24])[C:20]([F:23])([F:22])[F:21])[CH:17]=1)[N:5]=2.[C:26](Cl)(=[O:28])[CH3:27]. (7) Given the product [Cl:15][CH:8]([C:7]([C:4]1[CH:5]=[CH:6][N:2]([CH3:1])[N:3]=1)=[O:14])[C:9]([O:11][CH2:12][CH3:13])=[O:10], predict the reactants needed to synthesize it. The reactants are: [CH3:1][N:2]1[CH:6]=[CH:5][C:4]([C:7](=[O:14])[CH2:8][C:9]([O:11][CH2:12][CH3:13])=[O:10])=[N:3]1.[Cl:15]N1C(=O)CCC1=O.